From a dataset of Forward reaction prediction with 1.9M reactions from USPTO patents (1976-2016). Predict the product of the given reaction. (1) The product is: [CH3:13][O:12][C:9]1[C:10]([CH3:11])=[C:2]2[C:3]([C:4]([OH:5])=[N:6][C:16]([C:15]3[CH:14]=[N:22][CH:18]=[CH:19][CH:20]=3)=[N:1]2)=[CH:7][CH:8]=1. Given the reactants [NH2:1][C:2]1[C:10]([CH3:11])=[C:9]([O:12][CH3:13])[CH:8]=[CH:7][C:3]=1[C:4]([NH2:6])=[O:5].[C:14]([NH2:22])(=O)[C:15]1[CH:20]=[CH:19][CH:18]=C[CH:16]=1.Cl.C(Cl)C1C=CC=NC=1, predict the reaction product. (2) Given the reactants [Br:1][C:2]1[N:3]=[C:4]([C@H:12]2[CH2:17][N:16]3[C:18](=[O:22])[O:19][CH:20]([CH3:21])[C@@H:15]3[CH2:14][CH2:13]2)[N:5]2[CH:10]=[CH:9][N:8]=[C:7](Cl)[C:6]=12.O.[NH3:24], predict the reaction product. The product is: [NH2:24][C:7]1[C:6]2[N:5]([C:4]([C@H:12]3[CH2:17][N:16]4[C:18](=[O:22])[O:19][CH:20]([CH3:21])[C@@H:15]4[CH2:14][CH2:13]3)=[N:3][C:2]=2[Br:1])[CH:10]=[CH:9][N:8]=1. (3) Given the reactants [OH-:1].[Li+].OO.[Cl:5][C:6]1[N:11]=[C:10]([C:12]#[N:13])[CH:9]=[CH:8][N:7]=1, predict the reaction product. The product is: [Cl:5][C:6]1[N:11]=[C:10]([C:12]([NH2:13])=[O:1])[CH:9]=[CH:8][N:7]=1.